Task: Predict the reactants needed to synthesize the given product.. Dataset: Full USPTO retrosynthesis dataset with 1.9M reactions from patents (1976-2016) (1) Given the product [C:31]([C:2]1[CH:3]=[C:4](/[CH:7]=[CH:8]/[C:9]([O:11][C:12]([CH3:15])([CH3:14])[CH3:13])=[O:10])[CH:5]=[CH:6][N:1]=1)#[N:32], predict the reactants needed to synthesize it. The reactants are: [N:1]1[CH:6]=[CH:5][C:4](/[CH:7]=[CH:8]/[C:9]([O:11][C:12]([CH3:15])([CH3:14])[CH3:13])=[O:10])=[CH:3][CH:2]=1.ClC1C=CC=C(C(OO)=O)C=1.C[Si]([C:31]#[N:32])(C)C.CN(C)C(Cl)=O. (2) Given the product [C:40]([CH2:39][N:4]1[C:5]2[CH:10]=[C:9]([N:11]3[CH:16]=[C:15]([C:17]([O:19][CH2:20][CH3:21])=[O:18])[C:14](=[O:22])[N:13]([C@H:23]4[C:31]5[C:26](=[C:27]([C:32]([F:34])([F:35])[F:33])[CH:28]=[CH:29][CH:30]=5)[CH2:25][CH2:24]4)[C:12]3=[O:36])[CH:8]=[CH:7][C:6]=2[N:2]([CH3:1])[C:3]1=[O:37])#[N:41], predict the reactants needed to synthesize it. The reactants are: [CH3:1][N:2]1[C:6]2[CH:7]=[CH:8][C:9]([N:11]3[CH:16]=[C:15]([C:17]([O:19][CH2:20][CH3:21])=[O:18])[C:14](=[O:22])[N:13]([CH:23]4[C:31]5[C:26](=[C:27]([C:32]([F:35])([F:34])[F:33])[CH:28]=[CH:29][CH:30]=5)[CH2:25][CH2:24]4)[C:12]3=[O:36])=[CH:10][C:5]=2[NH:4][C:3]1=[O:37].Br[CH2:39][C:40]#[N:41].C(=O)([O-])[O-].[K+].[K+].Cl. (3) Given the product [CH3:4][C:2]([O:5][C:6]([N:8]1[CH2:13][CH2:12][N:11]([S:14]([NH:17][C:59]2[CH:64]=[C:63]([O:65][CH2:66][CH3:67])[N:62]=[C:61]([S:68][CH2:69][C:70]3[CH:75]=[CH:74][CH:73]=[C:72]([F:76])[C:71]=3[F:77])[N:60]=2)(=[O:16])=[O:15])[CH2:10][CH2:9]1)=[O:7])([CH3:1])[CH3:3], predict the reactants needed to synthesize it. The reactants are: [CH3:1][C:2]([O:5][C:6]([N:8]1[CH2:13][CH2:12][N:11]([S:14]([NH2:17])(=[O:16])=[O:15])[CH2:10][CH2:9]1)=[O:7])([CH3:4])[CH3:3].C1(P(C2CCCCC2)C2C=CC=CC=2C2C(C(C)C)=CC(C(C)C)=CC=2C(C)C)CCCCC1.C(=O)([O-])[O-].[Cs+].[Cs+].Cl[C:59]1[CH:64]=[C:63]([O:65][CH2:66][CH3:67])[N:62]=[C:61]([S:68][CH2:69][C:70]2[CH:75]=[CH:74][CH:73]=[C:72]([F:76])[C:71]=2[F:77])[N:60]=1.